Predict the reactants needed to synthesize the given product. From a dataset of Full USPTO retrosynthesis dataset with 1.9M reactions from patents (1976-2016). (1) Given the product [CH2:1]([C:5]1[CH:6]=[CH:7][C:8]([C:11]#[C:12][C:13]2[CH:14]=[CH:15][C:16]([CH2:17][N:18]([CH2:19][C:20]3[CH:29]=[CH:28][C:23]([C:24]([O:26][CH3:27])=[O:25])=[CH:22][CH:21]=3)[C:39](=[O:40])[CH2:38][CH2:37][CH:32]3[CH2:36][CH2:35][CH2:34][CH2:33]3)=[CH:30][CH:31]=2)=[CH:9][CH:10]=1)[CH2:2][CH2:3][CH3:4], predict the reactants needed to synthesize it. The reactants are: [CH2:1]([C:5]1[CH:10]=[CH:9][C:8]([C:11]#[C:12][C:13]2[CH:31]=[CH:30][C:16]([CH2:17][NH:18][CH2:19][C:20]3[CH:29]=[CH:28][C:23]([C:24]([O:26][CH3:27])=[O:25])=[CH:22][CH:21]=3)=[CH:15][CH:14]=2)=[CH:7][CH:6]=1)[CH2:2][CH2:3][CH3:4].[CH:32]1([CH2:37][CH2:38][C:39](Cl)=[O:40])[CH2:36][CH2:35][CH2:34][CH2:33]1. (2) Given the product [CH3:34][C:24]1[O:23][C:22]([C:19]2[CH:20]=[CH:21][C:16]([C:6]3[CH:7]=[CH:8][CH:9]=[C:4]([O:3][C:2]([F:14])([F:13])[F:1])[CH:5]=3)=[CH:17][CH:18]=2)=[N:26][C:25]=1[CH2:27][CH2:28][N:29]1[CH2:33][CH2:32][CH2:31][CH2:30]1, predict the reactants needed to synthesize it. The reactants are: [F:1][C:2]([F:14])([F:13])[O:3][C:4]1[CH:5]=[C:6](B(O)O)[CH:7]=[CH:8][CH:9]=1.Br[C:16]1[CH:21]=[CH:20][C:19]([C:22]2[O:23][C:24]([CH3:34])=[C:25]([CH2:27][CH2:28][N:29]3[CH2:33][CH2:32][CH2:31][CH2:30]3)[N:26]=2)=[CH:18][CH:17]=1.